From a dataset of Catalyst prediction with 721,799 reactions and 888 catalyst types from USPTO. Predict which catalyst facilitates the given reaction. Reactant: C[O:2][C:3](=[O:34])[C:4]1[CH:9]=[CH:8][C:7]([CH2:10][N:11]([CH:23]([C:27]([O:29][C:30]([CH3:33])([CH3:32])[CH3:31])=[O:28])[CH:24]([CH3:26])[CH3:25])[S:12]([C:15]2[CH:20]=[CH:19][C:18]([O:21][CH3:22])=[CH:17][CH:16]=2)(=[O:14])=[O:13])=[CH:6][CH:5]=1.[Li+].[OH-]. Product: [C:30]([O:29][C:27]([CH:23]([N:11]([CH2:10][C:7]1[CH:6]=[CH:5][C:4]([C:3]([OH:34])=[O:2])=[CH:9][CH:8]=1)[S:12]([C:15]1[CH:20]=[CH:19][C:18]([O:21][CH3:22])=[CH:17][CH:16]=1)(=[O:14])=[O:13])[CH:24]([CH3:26])[CH3:25])=[O:28])([CH3:32])([CH3:33])[CH3:31]. The catalyst class is: 7.